Dataset: Forward reaction prediction with 1.9M reactions from USPTO patents (1976-2016). Task: Predict the product of the given reaction. Given the reactants Br[C:2]1[CH:7]=[CH:6][C:5]([Br:8])=[CH:4][CH:3]=1.C([Li])CCC.F[C:15]1[CH:20]=[CH:19][CH:18]=[CH:17][N:16]=1, predict the reaction product. The product is: [Br:8][C:5]1[CH:6]=[CH:7][C:2]([C:15]2[CH:20]=[CH:19][CH:18]=[CH:17][N:16]=2)=[CH:3][CH:4]=1.